From a dataset of Human liver microsome stability data. Regression/Classification. Given a drug SMILES string, predict its absorption, distribution, metabolism, or excretion properties. Task type varies by dataset: regression for continuous measurements (e.g., permeability, clearance, half-life) or binary classification for categorical outcomes (e.g., BBB penetration, CYP inhibition). Dataset: hlm. The drug is CCn1ccc2c(N3CCOCC3)nc(-c3ccc(NC(=O)Nc4ccc(C(=O)NCCN(C)C)cc4)cc3)nc21. The result is 0 (unstable in human liver microsomes).